From a dataset of Experimentally validated miRNA-target interactions with 360,000+ pairs, plus equal number of negative samples. Binary Classification. Given a miRNA mature sequence and a target amino acid sequence, predict their likelihood of interaction. (1) The miRNA is cel-miR-1823-3p with sequence UACUGGAAGUGUUUAGGAGUAA. The protein sequence of the target gene is MEDGFSSYSSLYDTSSLLQFCNDDSASAASSMEVSDRIASLEQRVQMQEDDIQLLKSALADVVRRLNITEEQQAVLNRKGPTKARPLGQTLPLRTTVNNGTVLPKKPSASLPAPSGARKEVVVPVTKSINRTSSSERVSPGGRRESSGDSKGSRNRTGSTSSSSSGKKNSESKPKEPAFSPEEGYVKMFLRGRPVTMYMPKDQVDSYSLEAKAELPTKRLKLEWVYGYRGRDCRNNLYLLPTGETVYFIASVVVLYNVEEQLQRHYAGHNDDVKCLAVHPDRITIATGQVAGTSKDGKQL.... Result: 0 (no interaction). (2) Result: 1 (interaction). The protein sequence of the target gene is MEIGSAGPIGAQPLFIVPRRPGYGTMGKPIKLLANCFQVEIPKIDVYLYEVDIKPDKCPRRVNREVVDSMVQHFKVTIFGDRRPVYDGKRSLYTANPLPVATTGVDLDVTLPGEGGKDRPFKVSVKFVSRVSWHLLHEALAGGTLPEPLELDKPVSTNPVHAVDVVLRHLPSMKYTPVGRSFFSAPEGYDHPLGGGREVWFGFHQSVRPAMWKMMLNIDVSATAFYKAQPVIQFMCEVLDIHNIDEQPRPLTDSHRVKFTKEIKGLKVEVTHCGTMRRKYRVCNVTRRPASHQTFPLQLE.... The miRNA is mmu-let-7b-5p with sequence UGAGGUAGUAGGUUGUGUGGUU. (3) The miRNA is hsa-miR-1909-3p with sequence CGCAGGGGCCGGGUGCUCACCG. The protein sequence of the target gene is MAARSWQDELAQQAEEGSARLRELLSVGLGFLRTELGLDLGLEPKRYPGWVILVGTGALGLLLLFLLGYGWAAACAGARKKRRSPPRKREEAAPPTPAPDDLAQLKNLRSEEQKKKNRKKLPEKPKPNGRTVEVPEDEVVRNPRSITAKQAPETDKKNEKSKKNKKKSKSDAKAVQNSSRHDGKEVDEGAWETKISHREKRQQRKRDKVLTDSGSLDSTIPGIENIITVTTEQLTTASFPVGSKKNKGDSHLNVQVSNFKSGKGDSTLQVSSRLNENLTVNGGGWSEKSVKLSSQLSEEK.... Result: 0 (no interaction). (4) The miRNA is hsa-miR-181c-5p with sequence AACAUUCAACCUGUCGGUGAGU. The protein sequence of the target gene is MEAARRPRLGLSRRRPRPAGGPSGGRPWFLLGGDERERLWAELLRTVSPELILDHEVPSLPAFPGQEPRCGPEPTEVFTVGPKTFSWTPFPPDLWGPGRSYRLLHGAGGHLESPARSLPQRPAPDPCRAPRVEQQPSVEGAAALRSCPMCQKEFAPRLTQLDVDSHLAQCLAESTEDVTW. Result: 0 (no interaction). (5) The miRNA is hsa-miR-519d-3p with sequence CAAAGUGCCUCCCUUUAGAGUG. The protein sequence of the target gene is MAARGRRAWLSVLLGLVLGFVLASRLVLPRASELKRAGPRRRASPEGCRSGQAAASQAGGARGDARGAQLWPPGSDPDGGPRDRNFLFVGVMTAQKYLQTRAVAAYRTWSKTIPGKVQFFSSEGSDTSVPIPVVPLRGVDDSYPPQKKSFMMLKYMHDHYLDKYEWFMRADDDVYIKGDRLENFLRSLNSSEPLFLGQTGLGTTEEMGKLALEPGENFCMGGPGVIMSREVLRRMVPHIGKCLREMYTTHEDVEVGRCVRRFAGVQCVWSYEMQQLFYENYEQNKKGYIRDLHNSKIHQA.... Result: 1 (interaction). (6) The protein sequence of the target gene is MENWTGRPWLYLLLLLSLPQLCLDQEVLSGHSLQTPTEEGQGPEGVWGPWVQWASCSQPCGVGVQRRSRTCQLPTVQLHPSLPLPPRPPRHPEALLPRGQGPRPQTSPETLPLYRTQSRGRGGPLRGPASHLGREETQEIRAARRSRLRDPIKPGMFGYGRVPFALPLHRNRRHPRSPPRSELSLISSRGEEAIPSPTPRAEPFSANGSPQTELPPTELSVHTPSPQAEPLSPETAQTEVAPRTRPAPLRHHPRAQASGTEPPSPTHSLGEGGFFRASPQPRRPSSQGWASPQVAGRRPD.... The miRNA is hsa-miR-6502-3p with sequence UAGACCAUCUUUCUAGAGUAU. Result: 0 (no interaction).